Dataset: Reaction yield outcomes from USPTO patents with 853,638 reactions. Task: Predict the reaction yield, written as a fraction of the theoretical maximum amount of product (1.0 means a 100% yield; for example, 0.34 means a 34% yield). (1) The yield is 0.480. The catalyst is ClCCl.CN(C)C1C=CN=CC=1. The product is [Si:29]([O:12][CH2:11][C@H:10]1[O:9][C@H:8]2[C@H:4]([N:5]=[C:6]([N:13]([CH2:21][CH2:22][F:23])[C:14](=[O:20])[O:15][C:16]([CH3:19])([CH3:17])[CH3:18])[S:7]2)[C@@H:3]([OH:24])[C@@H:2]1[OH:1])([C:25]([CH3:28])([CH3:27])[CH3:26])([CH3:31])[CH3:30]. The reactants are [OH:1][C@@H:2]1[C@@H:10]([CH2:11][OH:12])[O:9][C@H:8]2[C@H:4]([N:5]=[C:6]([N:13]([CH2:21][CH2:22][F:23])[C:14](=[O:20])[O:15][C:16]([CH3:19])([CH3:18])[CH3:17])[S:7]2)[C@H:3]1[OH:24].[C:25]([Si:29](Cl)([CH3:31])[CH3:30])([CH3:28])([CH3:27])[CH3:26].C(N(CC)CC)C. (2) The catalyst is CC(O)=O.CO. The product is [F:8][C:4]1[CH:5]=[CH:6][CH:7]=[C:2]([F:1])[C:3]=1[C:9]1[CH:22]=[C:21]2[C:12]([N:13]3[C:18]([CH2:19][O:20]2)=[N:17][NH:16][C:15](=[O:23])[C@H:14]3[CH3:24])=[CH:11][C:10]=1[C@@H:25]1[CH2:30][CH2:29][N:28]([CH3:35])[CH2:27][C@@H:26]1[CH3:31]. The reactants are [F:1][C:2]1[CH:7]=[CH:6][CH:5]=[C:4]([F:8])[C:3]=1[C:9]1[CH:22]=[C:21]2[C:12]([N:13]3[C:18]([CH2:19][O:20]2)=[N:17][NH:16][C:15](=[O:23])[C@H:14]3[CH3:24])=[CH:11][C:10]=1[C@@H:25]1[CH2:30][CH2:29][NH:28][CH2:27][C@@H:26]1[CH3:31].C=O.[BH3-][C:35]#N.[Na+].C([O-])(O)=O.[Na+]. The yield is 0.790.